This data is from Forward reaction prediction with 1.9M reactions from USPTO patents (1976-2016). The task is: Predict the product of the given reaction. (1) Given the reactants [Cl:1][C:2]1[N:7]=[CH:6][C:5]([CH:8]2[O:12]C(=O)[N:10]([C:14]([O:16][C:17]([CH3:20])([CH3:19])[CH3:18])=[O:15])[CH:9]2[CH2:21][C:22]2[CH:27]=[CH:26][C:25]([C:28]([F:31])([F:30])[F:29])=[CH:24][CH:23]=2)=[CH:4][CH:3]=1.CO.[OH-].[Na+].O, predict the reaction product. The product is: [Cl:1][C:2]1[N:7]=[CH:6][C:5]([CH:8]([OH:12])[CH:9]([NH:10][C:14](=[O:15])[O:16][C:17]([CH3:18])([CH3:20])[CH3:19])[CH2:21][C:22]2[CH:23]=[CH:24][C:25]([C:28]([F:31])([F:29])[F:30])=[CH:26][CH:27]=2)=[CH:4][CH:3]=1. (2) Given the reactants [Br:1][C:2]1[CH:11]=[CH:10][C:9]2[N:8]=[CH:7][C:6]3[NH:12][C:13](=[O:26])[N:14]([C:15]4[CH:20]=[CH:19][C:18]([C:21]([CH3:25])([CH3:24])[C:22]#[N:23])=[CH:17][CH:16]=4)[C:5]=3[C:4]=2[CH:3]=1.C(N(CC)CC)C.[F:34][C:35]1[CH:36]=[C:37]([S:42](Cl)(=[O:44])=[O:43])[CH:38]=[C:39]([F:41])[CH:40]=1.O, predict the reaction product. The product is: [Br:1][C:2]1[CH:11]=[CH:10][C:9]2[N:8]=[CH:7][C:6]3[N:12]([S:42]([C:37]4[CH:36]=[C:35]([F:34])[CH:40]=[C:39]([F:41])[CH:38]=4)(=[O:44])=[O:43])[C:13](=[O:26])[N:14]([C:15]4[CH:20]=[CH:19][C:18]([C:21]([CH3:24])([CH3:25])[C:22]#[N:23])=[CH:17][CH:16]=4)[C:5]=3[C:4]=2[CH:3]=1. (3) Given the reactants [Cl:1][C:2]1[N:10]=[CH:9][CH:8]=[CH:7][C:3]=1[C:4]([OH:6])=[O:5].[CH:11](OC)(OC)OC, predict the reaction product. The product is: [CH3:11][O:5][C:4]([C:3]1[C:2]([Cl:1])=[N:10][CH:9]=[CH:8][CH:7]=1)=[O:6]. (4) Given the reactants [CH3:1][C:2]1[CH:7]=[C:6]([CH3:8])[CH:5]=[C:4]([CH3:9])[C:3]=1[N:10]=[C:11]=[O:12].[NH2:13][C:14]1[CH:15]=[C:16]([C:35]2[CH:40]=[CH:39][C:38]([O:41][CH3:42])=[CH:37][CH:36]=2)[CH:17]=[CH:18][C:19]=1[C:20]([NH:22][C@@H:23]([CH:29]1[CH2:34][CH2:33][CH2:32][CH2:31][CH2:30]1)[C:24]1[NH:28][N:27]=[N:26][N:25]=1)=[O:21], predict the reaction product. The product is: [CH:29]1([C@@H:23]([C:24]2[NH:28][N:27]=[N:26][N:25]=2)[NH:22][C:20]([C:19]2[CH:18]=[CH:17][C:16]([C:35]3[CH:40]=[CH:39][C:38]([O:41][CH3:42])=[CH:37][CH:36]=3)=[CH:15][C:14]=2[NH:13][C:11]([NH:10][C:3]2[C:2]([CH3:1])=[CH:7][C:6]([CH3:8])=[CH:5][C:4]=2[CH3:9])=[O:12])=[O:21])[CH2:34][CH2:33][CH2:32][CH2:31][CH2:30]1. (5) Given the reactants [CH3:1][NH:2][CH2:3][CH2:4][CH2:5][C:6]([OH:8])=[O:7].Cl[C:10]([O:12][CH2:13][C:14]1[CH:19]=[CH:18][CH:17]=[CH:16][CH:15]=1)=[O:11].Cl(O)(=O)(=O)=O, predict the reaction product. The product is: [CH2:13]([O:12][C:10]([N:2]([CH3:1])[CH2:3][CH2:4][CH2:5][C:6]([O:8][C:14]([CH3:19])([CH3:15])[CH3:13])=[O:7])=[O:11])[C:14]1[CH:19]=[CH:18][CH:17]=[CH:16][CH:15]=1. (6) Given the reactants [F:1][C:2]([F:15])([F:14])[C:3]1[CH:13]=[CH:12][C:6]([CH:7]=[CH:8][C:9]([OH:11])=O)=[CH:5][CH:4]=1.CCN(C(C)C)C(C)C.CN(C(ON1N=NC2C=CC=CC1=2)=[N+](C)C)C.[B-](F)(F)(F)F.[Br:47][C:48]1[CH:64]=[CH:63][C:51]([CH2:52][NH:53][CH:54]2[CH2:57][N:56]([CH:58]3[CH2:62][CH2:61][CH2:60][CH2:59]3)[CH2:55]2)=[CH:50][CH:49]=1, predict the reaction product. The product is: [Br:47][C:48]1[CH:64]=[CH:63][C:51]([CH2:52][N:53]([CH:54]2[CH2:55][N:56]([CH:58]3[CH2:62][CH2:61][CH2:60][CH2:59]3)[CH2:57]2)[C:9](=[O:11])/[CH:8]=[CH:7]/[C:6]2[CH:5]=[CH:4][C:3]([C:2]([F:1])([F:15])[F:14])=[CH:13][CH:12]=2)=[CH:50][CH:49]=1. (7) Given the reactants [CH3:1][N:2]([CH2:4][C:5]1[CH:10]=[CH:9][CH:8]=[C:7]([F:11])[C:6]=1[N:12]1[CH:16]=[C:15]([CH2:17][OH:18])[C:14]([CH3:19])=[N:13]1)[CH3:3], predict the reaction product. The product is: [CH3:3][N:2]([CH2:4][C:5]1[CH:10]=[CH:9][CH:8]=[C:7]([F:11])[C:6]=1[N:12]1[CH:16]=[C:15]([CH:17]=[O:18])[C:14]([CH3:19])=[N:13]1)[CH3:1]. (8) Given the reactants [Br:1][C:2]1[CH:3]=[CH:4][C:5]([N:8]=[CH:9][N:10](C)C)=[N:6][CH:7]=1.N1C=CC=CC=1.NOS(O)(=O)=O, predict the reaction product. The product is: [Br:1][C:2]1[CH:3]=[CH:4][C:5]2[N:6]([N:10]=[CH:9][N:8]=2)[CH:7]=1.